This data is from NCI-60 drug combinations with 297,098 pairs across 59 cell lines. The task is: Regression. Given two drug SMILES strings and cell line genomic features, predict the synergy score measuring deviation from expected non-interaction effect. (1) Synergy scores: CSS=26.6, Synergy_ZIP=-3.87, Synergy_Bliss=3.11, Synergy_Loewe=-6.95, Synergy_HSA=-0.275. Cell line: OVCAR-8. Drug 2: CC1=C(N=C(N=C1N)C(CC(=O)N)NCC(C(=O)N)N)C(=O)NC(C(C2=CN=CN2)OC3C(C(C(C(O3)CO)O)O)OC4C(C(C(C(O4)CO)O)OC(=O)N)O)C(=O)NC(C)C(C(C)C(=O)NC(C(C)O)C(=O)NCCC5=NC(=CS5)C6=NC(=CS6)C(=O)NCCC[S+](C)C)O. Drug 1: C1=CC(=CC=C1CC(C(=O)O)N)N(CCCl)CCCl.Cl. (2) Drug 1: CC1=C2C(C(=O)C3(C(CC4C(C3C(C(C2(C)C)(CC1OC(=O)C(C(C5=CC=CC=C5)NC(=O)C6=CC=CC=C6)O)O)OC(=O)C7=CC=CC=C7)(CO4)OC(=O)C)O)C)OC(=O)C. Drug 2: CNC(=O)C1=NC=CC(=C1)OC2=CC=C(C=C2)NC(=O)NC3=CC(=C(C=C3)Cl)C(F)(F)F. Cell line: NCI-H460. Synergy scores: CSS=72.9, Synergy_ZIP=6.63, Synergy_Bliss=5.63, Synergy_Loewe=-0.0959, Synergy_HSA=9.34. (3) Drug 1: COC1=C(C=C2C(=C1)N=CN=C2NC3=CC(=C(C=C3)F)Cl)OCCCN4CCOCC4. Drug 2: CCN(CC)CCNC(=O)C1=C(NC(=C1C)C=C2C3=C(C=CC(=C3)F)NC2=O)C. Cell line: RPMI-8226. Synergy scores: CSS=24.8, Synergy_ZIP=7.13, Synergy_Bliss=10.8, Synergy_Loewe=6.76, Synergy_HSA=6.52.